Dataset: Full USPTO retrosynthesis dataset with 1.9M reactions from patents (1976-2016). Task: Predict the reactants needed to synthesize the given product. (1) Given the product [CH2:16]([O:18][C:19](=[O:25])[CH2:20][CH2:21][CH2:22][CH2:23][O:15][C:9]1[CH:14]=[CH:13][CH:12]=[CH:11][CH:10]=1)[CH3:17], predict the reactants needed to synthesize it. The reactants are: [I-].[K+].C(=O)([O-])[O-].[K+].[K+].[C:9]1([OH:15])[CH:14]=[CH:13][CH:12]=[CH:11][CH:10]=1.[CH2:16]([O:18][C:19](=[O:25])[CH2:20][CH2:21][CH2:22][CH2:23]Br)[CH3:17]. (2) Given the product [C:2]([C@@H:3]([NH:26][C:27]([C:29]1([NH:35][C:36](=[O:42])[O:37][C:38]([CH3:40])([CH3:39])[CH3:41])[CH2:30][CH2:31][O:32][CH2:33][CH2:34]1)=[O:28])[CH2:4][C:5]1[CH:6]=[CH:7][C:8]([C:11]2[CH:12]=[CH:13][C:14]3[O:18][C:17](=[O:19])[N:16]([CH2:20][CH2:21][CH2:22][O:23][CH3:24])[C:15]=3[CH:25]=2)=[CH:9][CH:10]=1)#[N:1], predict the reactants needed to synthesize it. The reactants are: [NH2:1][C:2](=O)[C@@H:3]([NH:26][C:27]([C:29]1([NH:35][C:36](=[O:42])[O:37][C:38]([CH3:41])([CH3:40])[CH3:39])[CH2:34][CH2:33][O:32][CH2:31][CH2:30]1)=[O:28])[CH2:4][C:5]1[CH:10]=[CH:9][C:8]([C:11]2[CH:12]=[CH:13][C:14]3[O:18][C:17](=[O:19])[N:16]([CH2:20][CH2:21][CH2:22][O:23][CH3:24])[C:15]=3[CH:25]=2)=[CH:7][CH:6]=1.CC[N+](S(N=C(OC)[O-])(=O)=O)(CC)CC.